From a dataset of Forward reaction prediction with 1.9M reactions from USPTO patents (1976-2016). Predict the product of the given reaction. (1) Given the reactants [CH2:1]([C:6]1[CH:11]=[CH:10][C:9]([OH:12])=[CH:8][CH:7]=1)[CH2:2][CH2:3][CH2:4][CH3:5].[CH3:13][N:14]([C:18]1[CH:23]=[CH:22][CH:21]=[CH:20][CH:19]=1)[C:15](Cl)=[O:16], predict the reaction product. The product is: [CH2:1]([C:6]1[CH:7]=[CH:8][C:9]([O:12][C:15](=[O:16])[N:14]([CH3:13])[C:18]2[CH:23]=[CH:22][CH:21]=[CH:20][CH:19]=2)=[CH:10][CH:11]=1)[CH2:2][CH2:3][CH2:4][CH3:5]. (2) Given the reactants [F:1][C:2]1[C:31]([N:32]2[CH2:37][CH2:36][N:35]([CH3:38])[CH2:34][CH2:33]2)=[CH:30][C:5]2[NH:6][C:7]([C:9]3[C:13]([NH:14][C:15](=[O:23])[N:16]([CH:20]([CH3:22])[CH3:21])[CH:17]([CH3:19])[CH3:18])=[CH:12][N:11](C4CCCCO4)[N:10]=3)=[N:8][C:4]=2[CH:3]=1.Cl, predict the reaction product. The product is: [F:1][C:2]1[C:31]([N:32]2[CH2:37][CH2:36][N:35]([CH3:38])[CH2:34][CH2:33]2)=[CH:30][C:5]2[NH:6][C:7]([C:9]3[C:13]([NH:14][C:15](=[O:23])[N:16]([CH:20]([CH3:22])[CH3:21])[CH:17]([CH3:19])[CH3:18])=[CH:12][NH:11][N:10]=3)=[N:8][C:4]=2[CH:3]=1. (3) The product is: [O-:35][N+:6]1[C:7]2[CH:8]=[CH:9][CH:10]=[CH:11][C:12]=2[C:13]2[N:1]([CH2:14][CH2:15][O:16][CH2:17][CH2:18][NH:19][C:20](=[O:26])[O:21][C:22]([CH3:23])([CH3:25])[CH3:24])[CH:2]=[N:3][C:4]=2[CH:5]=1. Given the reactants [N:1]1([CH2:14][CH2:15][O:16][CH2:17][CH2:18][NH:19][C:20](=[O:26])[O:21][C:22]([CH3:25])([CH3:24])[CH3:23])[C:13]2[C:12]3[CH:11]=[CH:10][CH:9]=[CH:8][C:7]=3[N:6]=[CH:5][C:4]=2[N:3]=[CH:2]1.C1C=C(Cl)C=C(C(OO)=[O:35])C=1.C([O-])(O)=O.[Na+], predict the reaction product.